This data is from Reaction yield outcomes from USPTO patents with 853,638 reactions. The task is: Predict the reaction yield, written as a fraction of the theoretical maximum amount of product (1.0 means a 100% yield; for example, 0.34 means a 34% yield). (1) The reactants are [CH3:1][C:2]1[N:6]([CH2:7][C:8]2[CH:26]=[CH:25][C:11]3/[C:12](=[CH:21]/[C:22](O)=[O:23])/[C:13]4[CH:20]=[CH:19][CH:18]=[CH:17][C:14]=4[CH2:15][CH2:16][C:10]=3[CH:9]=2)[C:5]2[CH:27]=[C:28]([C:32]3[CH:37]=[CH:36][CH:35]=[CH:34][CH:33]=3)[CH:29]=[C:30]([CH3:31])[C:4]=2[N:3]=1.[CH3:38][S:39]([NH2:42])(=[O:41])=[O:40].C1CCN2C(=NCCC2)CC1.C(O)(=O)CC(CC(O)=O)(C(O)=O)O. The catalyst is CN(C=O)C. The product is [CH3:1][C:2]1[N:6]([CH2:7][C:8]2[CH:26]=[CH:25][C:11]3/[C:12](=[CH:21]/[C:22]([NH:42][S:39]([CH3:38])(=[O:41])=[O:40])=[O:23])/[C:13]4[CH:20]=[CH:19][CH:18]=[CH:17][C:14]=4[CH2:15][CH2:16][C:10]=3[CH:9]=2)[C:5]2[CH:27]=[C:28]([C:32]3[CH:33]=[CH:34][CH:35]=[CH:36][CH:37]=3)[CH:29]=[C:30]([CH3:31])[C:4]=2[N:3]=1. The yield is 0.550. (2) The reactants are [F:1][C:2]([F:15])([F:14])[C:3]1[CH:12]=[C:11]2[C:6]([C:7]([SH:13])=[CH:8][CH:9]=[N:10]2)=[CH:5][CH:4]=1.[Br:16][CH2:17][C:18]1[CH:23]=[CH:22][CH:21]=[C:20]([CH2:24]Br)[CH:19]=1.C(Cl)(Cl)Cl.C([O-])([O-])=O.[K+].[K+]. The catalyst is CCCC[N+](CCCC)(CCCC)CCCC.[Br-].O. The product is [Br:16][CH2:17][C:18]1[CH:19]=[C:20]([CH:21]=[CH:22][CH:23]=1)[CH2:24][S:13][C:7]1[C:6]2[C:11](=[CH:12][C:3]([C:2]([F:1])([F:14])[F:15])=[CH:4][CH:5]=2)[N:10]=[CH:9][CH:8]=1. The yield is 0.610. (3) The reactants are C[O:2][C:3](=[O:44])[C:4]1[CH:9]=[CH:8][C:7]([O:10][CH2:11][CH2:12][CH2:13][O:14]/[N:15]=[CH:16]/[C:17]2[CH:22]=[CH:21][C:20]([C:23]([F:26])([F:25])[F:24])=[CH:19][CH:18]=2)=[CH:6][C:5]=1[NH:27][C:28](=[O:43])[C:29]1[CH:34]=[C:33]([C:35]([F:38])([F:37])[F:36])[CH:32]=[C:31]([C:39]([F:42])([F:41])[F:40])[CH:30]=1.CO.[OH-].[Li+]. The catalyst is O1CCCC1. The product is [F:36][C:35]([F:37])([F:38])[C:33]1[CH:34]=[C:29]([CH:30]=[C:31]([C:39]([F:41])([F:40])[F:42])[CH:32]=1)[C:28]([NH:27][C:5]1[CH:6]=[C:7]([O:10][CH2:11][CH2:12][CH2:13][O:14]/[N:15]=[CH:16]/[C:17]2[CH:18]=[CH:19][C:20]([C:23]([F:24])([F:25])[F:26])=[CH:21][CH:22]=2)[CH:8]=[CH:9][C:4]=1[C:3]([OH:44])=[O:2])=[O:43]. The yield is 0.260. (4) The reactants are [F:1][C:2]([F:9])([F:8])[C:3]1[CH:7]=[CH:6][NH:5][N:4]=1.Cl[C:11]1[C:16]([Cl:17])=[CH:15][CH:14]=[CH:13][N:12]=1.CN(C)C=O.C(=O)([O-])[O-].[K+].[K+]. The catalyst is O. The product is [Cl:17][C:16]1[C:11]([N:5]2[CH:6]=[CH:7][C:3]([C:2]([F:9])([F:8])[F:1])=[N:4]2)=[N:12][CH:13]=[CH:14][CH:15]=1. The yield is 0.815. (5) The catalyst is C(#N)C. The reactants are Br.Br[CH:3]([C:13]1[CH:18]=[CH:17][N:16]=[C:15]([F:19])[CH:14]=1)[C:4]([C:6]1[CH:11]=[CH:10][CH:9]=[C:8]([CH3:12])[CH:7]=1)=O.[NH2:20][C:21]([NH2:23])=[S:22].C(N(CC)CC)C.C(=O)([O-])O.[Na+]. The yield is 0.350. The product is [F:19][C:15]1[CH:14]=[C:13]([C:3]2[S:22][C:21]([NH2:23])=[N:20][C:4]=2[C:6]2[CH:11]=[CH:10][CH:9]=[C:8]([CH3:12])[CH:7]=2)[CH:18]=[CH:17][N:16]=1. (6) The product is [NH2:1][C:2]1[S:3][CH:4]=[C:5]([CH2:7][N:8]([CH3:39])[C:9]2[N:14]=[C:13]([Cl:15])[N:12]=[C:11]([NH:16][NH:17][C:18](=[O:37])[C@H:19]([CH2:31][CH:32]3[CH2:33][CH2:34][CH2:35][CH2:36]3)[CH2:20][N:21]([OH:24])[CH:22]=[O:23])[C:10]=2[F:38])[N:6]=1. The catalyst is O. The reactants are [NH2:1][C:2]1[S:3][CH:4]=[C:5]([CH2:7][N:8]([CH3:39])[C:9]2[N:14]=[C:13]([Cl:15])[N:12]=[C:11]([NH:16][NH:17][C:18](=[O:37])[C@H:19]([CH2:31][CH:32]3[CH2:36][CH2:35][CH2:34][CH2:33]3)[CH2:20][N:21]([O:24]C3CCCCO3)[CH:22]=[O:23])[C:10]=2[F:38])[N:6]=1.CC(O)=O. The yield is 0.210. (7) The reactants are [Br:1][C:2]1[CH:3]=[C:4]([CH2:8][N:9]2[CH2:14][CH2:13][NH:12][C@@H:11]([CH3:15])[CH2:10]2)[CH:5]=[CH:6][CH:7]=1.Cl[C:17]([O:19][CH2:20][C:21]1[CH:26]=[CH:25][CH:24]=[CH:23][CH:22]=1)=[O:18].C(OCC)(=O)C.C([O-])(O)=O.[Na+]. The catalyst is CN(C1C=CN=CC=1)C.CS(C)=O. The product is [Br:1][C:2]1[CH:3]=[C:4]([CH2:8][N:9]2[CH2:14][CH2:13][N:12]([C:17]([O:19][CH2:20][C:21]3[CH:26]=[CH:25][CH:24]=[CH:23][CH:22]=3)=[O:18])[C@@H:11]([CH3:15])[CH2:10]2)[CH:5]=[CH:6][CH:7]=1. The yield is 0.700. (8) The reactants are [F:1][C:2]1[CH:3]=[C:4]([C:9]2[N:13]3[C:14]([CH3:18])=[CH:15][CH:16]=[CH:17][C:12]3=[N:11][C:10]=2[C:19](=O)[CH3:20])[CH:5]=[C:6]([F:8])[CH:7]=1.C([O-])(=O)C.[NH4+].C([BH3-])#[N:28].[Na+]. The catalyst is CO. The product is [F:1][C:2]1[CH:3]=[C:4]([C:9]2[N:13]3[C:14]([CH3:18])=[CH:15][CH:16]=[CH:17][C:12]3=[N:11][C:10]=2[CH:19]([NH2:28])[CH3:20])[CH:5]=[C:6]([F:8])[CH:7]=1. The yield is 0.560. (9) The reactants are I[C:2]1[C:11]2[C:6](=[CH:7][CH:8]=[C:9]([O:12][CH3:13])[CH:10]=2)[CH:5]=[CH:4][C:3]=1[N+:14]([O-:16])=[O:15].[F-:17].[K+].[F:19][C:20]([F:28])(S(F)(=O)=O)C([O-])=O. The catalyst is CN(C)C=O.[Cu]I. The product is [CH3:13][O:12][C:9]1[CH:10]=[C:11]2[C:6]([CH:5]=[CH:4][C:3]([N+:14]([O-:16])=[O:15])=[C:2]2[C:20]([F:28])([F:17])[F:19])=[CH:7][CH:8]=1. The yield is 0.660.